From a dataset of Full USPTO retrosynthesis dataset with 1.9M reactions from patents (1976-2016). Predict the reactants needed to synthesize the given product. (1) Given the product [Si:3]([O:10][CH2:11][C@@H:12]1[C@H:16]2[O:17][C:18]([CH3:21])([CH3:20])[O:19][C@H:15]2[C@H:14]([N:22]2[CH:30]=[N:29][C:28]3[C:23]2=[N:24][C:25]([I:1])=[N:26][C:27]=3[Cl:31])[O:13]1)([C:6]([CH3:9])([CH3:8])[CH3:7])([CH3:5])[CH3:4], predict the reactants needed to synthesize it. The reactants are: [I:1]I.[Si:3]([O:10][CH2:11][C@@H:12]1[C@H:16]2[O:17][C:18]([CH3:21])([CH3:20])[O:19][C@H:15]2[C@H:14]([N:22]2[CH:30]=[N:29][C:28]3[C:23]2=[N:24][C:25]([Sn](CCCC)(CCCC)CCCC)=[N:26][C:27]=3[Cl:31])[O:13]1)([C:6]([CH3:9])([CH3:8])[CH3:7])([CH3:5])[CH3:4]. (2) Given the product [CH2:1]([N:3]1[CH2:7][CH2:6][C@@H:5]([C:8]([NH:10][CH2:11][C:12]2[CH:17]=[C:16]([F:18])[CH:15]=[CH:14][C:13]=2[S:19]([NH:22][C:23]2[C:32]([C:33]([O:35][CH3:36])=[O:34])=[C:31]3[C:26]([CH:27]4[CH2:37][CH:28]4[CH2:29][O:30]3)=[CH:25][CH:24]=2)(=[O:20])=[O:21])=[O:9])[CH2:4]1)[CH3:2], predict the reactants needed to synthesize it. The reactants are: [CH2:1]([N:3]1[CH2:7][CH2:6][C@H:5]([C:8]([NH:10][CH2:11][C:12]2[CH:17]=[C:16]([F:18])[CH:15]=[CH:14][C:13]=2[S:19]([NH:22][C:23]2[C:32]([C:33]([O:35][CH3:36])=[O:34])=[C:31]3[C:26]([CH:27]4[CH2:37][CH:28]4[CH2:29][O:30]3)=[CH:25][CH:24]=2)(=[O:21])=[O:20])=[O:9])[CH2:4]1)[CH3:2].NCC1C=C(F)C=CC=1S(NC1C(C(OC)=O)=C2C(C3CC3CO2)=CC=1)(=O)=O.C(N1CC[C@@H](C(O)=O)C1)C.